The task is: Predict the reactants needed to synthesize the given product.. This data is from Full USPTO retrosynthesis dataset with 1.9M reactions from patents (1976-2016). (1) The reactants are: Cl[CH2:2][C:3]([CH2:5]Cl)=O.[NH2:7][C:8]1[S:9][C:10](/[CH:13]=[CH:14]/[C:15]([O:17][CH2:18][CH3:19])=[O:16])=[CH:11][N:12]=1.[CH3:20][CH2:21][OH:22]. Given the product [CH2:21]([O:22][CH2:5][C:3]1[N:7]=[C:8]2[N:12]([CH:2]=1)[CH:11]=[C:10](/[CH:13]=[CH:14]/[C:15]([O:17][CH2:18][CH3:19])=[O:16])[S:9]2)[CH3:20], predict the reactants needed to synthesize it. (2) Given the product [Br:7][C:4]1[CH:5]=[CH:6][N:2]([NH:1][C:26](=[O:27])[C@@H:25]([NH:24][C:22](=[O:23])[O:21][C:17]([CH3:19])([CH3:18])[CH3:20])[CH3:29])[C:3]=1[C:8](=[O:9])[NH:10][C:11]1[CH:12]=[CH:13][CH:14]=[CH:15][CH:16]=1, predict the reactants needed to synthesize it. The reactants are: [NH2:1][N:2]1[CH:6]=[CH:5][C:4]([Br:7])=[C:3]1[C:8]([NH:10][C:11]1[CH:16]=[CH:15][CH:14]=[CH:13][CH:12]=1)=[O:9].[C:17]([O:21][C:22]([NH:24][C@@H:25]([CH3:29])[C:26](O)=[O:27])=[O:23])([CH3:20])([CH3:19])[CH3:18].